This data is from Catalyst prediction with 721,799 reactions and 888 catalyst types from USPTO. The task is: Predict which catalyst facilitates the given reaction. (1) The catalyst class is: 330. Reactant: [CH2:1]([N:8](C(OC(C)(C)C)=O)[C@H:9]1[CH2:14][CH2:13][C@H:12]([C:15]2[CH:27]=[CH:26][C:18]([O:19][CH2:20][C:21]([O:23][CH2:24][CH3:25])=[O:22])=[CH:17][CH:16]=2)[CH2:11][CH2:10]1)[C:2]1[CH:7]=[CH:6][CH:5]=[CH:4][CH:3]=1. Product: [CH2:1]([NH:8][C@H:9]1[CH2:10][CH2:11][C@H:12]([C:15]2[CH:27]=[CH:26][C:18]([O:19][CH2:20][C:21]([O:23][CH2:24][CH3:25])=[O:22])=[CH:17][CH:16]=2)[CH2:13][CH2:14]1)[C:2]1[CH:3]=[CH:4][CH:5]=[CH:6][CH:7]=1. (2) Reactant: NC(C(O)=O)CCSC.[CH2:10]([O:12][C:13](=[O:27])[CH2:14][C:15]1[C:24]2[CH2:23][CH2:22][CH2:21][CH2:20][C:19]=2[CH:18]=[C:17]([O:25]C)[CH:16]=1)[CH3:11]. Product: [CH2:10]([O:12][C:13](=[O:27])[CH2:14][C:15]1[C:24]2[CH2:23][CH2:22][CH2:21][CH2:20][C:19]=2[CH:18]=[C:17]([OH:25])[CH:16]=1)[CH3:11]. The catalyst class is: 501. (3) Reactant: Br[C:2]1[CH:3]=[CH:4][CH:5]=[C:6]2[C:10]=1[N:9]([CH2:11][O:12][CH2:13][CH2:14][Si:15]([CH3:18])([CH3:17])[CH3:16])[N:8]=[CH:7]2.[CH3:19][C:20]1([CH3:36])[C:24]([CH3:26])([CH3:25])[O:23][B:22]([B:22]2[O:23][C:24]([CH3:26])([CH3:25])[C:20]([CH3:36])([CH3:19])[O:21]2)[O:21]1.C([O-])(=O)C.[K+]. Product: [CH3:19][C:20]1([CH3:36])[C:24]([CH3:26])([CH3:25])[O:23][B:22]([C:2]2[CH:3]=[CH:4][CH:5]=[C:6]3[C:10]=2[N:9]([CH2:11][O:12][CH2:13][CH2:14][Si:15]([CH3:18])([CH3:17])[CH3:16])[N:8]=[CH:7]3)[O:21]1. The catalyst class is: 368. (4) Reactant: [Br:1][C:2]1[CH:3]=[C:4](/[C:8](/[CH3:16])=[CH:9]/[C:10]([N:12]([C:14]#[N:15])[CH3:13])=[O:11])[CH:5]=[CH:6][CH:7]=1.[CH3:17][O:18][C:19]1[CH:26]=[CH:25][C:22]([CH2:23][NH2:24])=[CH:21][CH:20]=1. Product: [Br:1][C:2]1[CH:3]=[C:4]([C:8]2([CH3:16])[N:15]([NH:24][CH2:23][C:22]3[CH:25]=[CH:26][C:19]([O:18][CH3:17])=[CH:20][CH:21]=3)[CH2:14][N:12]([CH3:13])[C:10](=[O:11])[CH2:9]2)[CH:5]=[CH:6][CH:7]=1. The catalyst class is: 3. (5) Reactant: [CH3:1][C:2]1[CH:3]=[CH:4][CH:5]=[C:6]2[C:10]=1[NH:9][CH:8]=[CH:7]2.[OH-].[K+].Br[CH2:14][CH2:15][O:16][Si](C(C)(C)C)(C)C. Product: [CH3:1][C:2]1[CH:3]=[CH:4][CH:5]=[C:6]2[C:10]=1[N:9]([CH2:14][CH2:15][OH:16])[CH:8]=[CH:7]2. The catalyst class is: 16.